Dataset: Catalyst prediction with 721,799 reactions and 888 catalyst types from USPTO. Task: Predict which catalyst facilitates the given reaction. (1) Reactant: [Br:1][C:2]1[CH:7]=[C:6]([C:8]([F:11])([F:10])[F:9])[N:5]=[N:4][C:3]=1O.P(Br)(Br)([Br:15])=O.O.C(=O)([O-])O.[Na+]. Product: [Br:15][C:3]1[N:4]=[N:5][C:6]([C:8]([F:11])([F:10])[F:9])=[CH:7][C:2]=1[Br:1]. The catalyst class is: 4. (2) Reactant: Br[CH2:2][C:3]([O:5][C:6]([CH3:9])([CH3:8])[CH3:7])=[O:4].[Br:10][C:11]1[CH:16]=[CH:15][C:14](O)=[C:13]([Cl:18])[CH:12]=1.C(=O)([O-])[O-:20].[K+].[K+]. Product: [C:6]([O:5][C:3](=[O:4])[CH2:2][O:20][C:16]1[CH:15]=[CH:14][C:13]([Cl:18])=[CH:12][C:11]=1[Br:10])([CH3:9])([CH3:8])[CH3:7]. The catalyst class is: 3. (3) Reactant: C(=O)([S:3][CH2:4][CH2:5][CH2:6][N:7]([CH2:11][CH2:12][CH2:13][O:14][C:15]1[CH:20]=[CH:19][C:18]([Cl:21])=[CH:17][C:16]=1[Cl:22])[CH2:8][C:9]#[CH:10])C. Product: [Cl:22][C:16]1[CH:17]=[C:18]([Cl:21])[CH:19]=[CH:20][C:15]=1[O:14][CH2:13][CH2:12][CH2:11][N:7]([CH2:8][C:9]#[CH:10])[CH2:6][CH2:5][CH2:4][SH:3]. The catalyst class is: 10. (4) Reactant: [OH-].[Na+].[Cl:3][C:4]1[CH:5]=[CH:6][C:7]2[O:12]C(=O)[N:10]([CH2:14][CH2:15][CH2:16][CH2:17][CH2:18][CH2:19][CH2:20][C:21]([O:23]CC)=[O:22])[C:9](=[O:26])[C:8]=2[CH:27]=1. Product: [Cl:3][C:4]1[CH:27]=[C:8]([C:9]([NH:10][CH2:14][CH2:15][CH2:16][CH2:17][CH2:18][CH2:19][CH2:20][C:21]([OH:23])=[O:22])=[O:26])[C:7]([OH:12])=[CH:6][CH:5]=1. The catalyst class is: 6. (5) Reactant: [CH3:1][C:2]1[C:6]([C:7]2[C:8]([O:31][CH3:32])=[CH:9][C:10]3[C:11]4[N:21]([C@@H:22]([C:24]5[CH:29]=[CH:28][CH:27]=[CH:26][CH:25]=5)[CH3:23])[C:20](=[O:30])[O:19][C:12]=4[C:13]([CH2:17][OH:18])=[N:14][C:15]=3[CH:16]=2)=[C:5]([CH3:33])[O:4][N:3]=1.[CH3:34]S(Cl)(=O)=O. Product: [CH3:1][C:2]1[C:6]([C:7]2[C:8]([O:31][CH3:32])=[CH:9][C:10]3[C:11]4[N:21]([C@@H:22]([C:24]5[CH:29]=[CH:28][CH:27]=[CH:26][CH:25]=5)[CH3:23])[C:20](=[O:30])[O:19][C:12]=4[C:13]([CH2:17][O:18][CH3:34])=[N:14][C:15]=3[CH:16]=2)=[C:5]([CH3:33])[O:4][N:3]=1. The catalyst class is: 64. (6) Reactant: C([SiH](CC)CC)C.[C:8]([OH:14])([C:10]([F:13])([F:12])[F:11])=[O:9].[C:15]([C:17]1[CH:18]=[C:19]2[C:23](=[CH:24][CH:25]=1)[N:22](C1CCCCO1)[N:21]=[C:20]2[C:32]1[N:37]=[C:36]([O:38][C@H:39]2[CH2:46][N:45](C(OC(C)(C)C)=O)[CH2:44][CH2:43][C:40]32[CH2:42][CH2:41]3)[CH:35]=[N:34][CH:33]=1)#[N:16]. Product: [F:11][C:10]([F:13])([F:12])[C:8]([OH:14])=[O:9].[CH2:42]1[C:40]2([CH2:43][CH2:44][NH:45][CH2:46][C@@H:39]2[O:38][C:36]2[N:37]=[C:32]([C:20]3[C:19]4[C:23](=[CH:24][CH:25]=[C:17]([C:15]#[N:16])[CH:18]=4)[NH:22][N:21]=3)[CH:33]=[N:34][CH:35]=2)[CH2:41]1. The catalyst class is: 2. (7) Reactant: CC1C=CC(S(O[CH2:12][CH2:13][CH2:14][C:15]2[C:23]3[C:18](=[CH:19][CH:20]=[C:21]([F:24])[CH:22]=3)[NH:17][CH:16]=2)(=O)=O)=CC=1.[N:25]1([C:31]2[N:36]=[C:35]([C:37]([NH2:39])=[O:38])[CH:34]=[CH:33][N:32]=2)[CH2:30][CH2:29][NH:28][CH2:27][CH2:26]1.C(=O)([O-])[O-].[K+].[K+].[I-].[K+]. Product: [F:24][C:21]1[CH:22]=[C:23]2[C:18](=[CH:19][CH:20]=1)[NH:17][CH:16]=[C:15]2[CH2:14][CH2:13][CH2:12][N:28]1[CH2:29][CH2:30][N:25]([C:31]2[N:36]=[C:35]([C:37]([NH2:39])=[O:38])[CH:34]=[CH:33][N:32]=2)[CH2:26][CH2:27]1. The catalyst class is: 10.